Predict which catalyst facilitates the given reaction. From a dataset of Catalyst prediction with 721,799 reactions and 888 catalyst types from USPTO. (1) Reactant: [H-].[Na+].[CH3:3][CH:4]([CH3:8])[CH:5]([OH:7])[CH3:6].Cl[C:10]1[C:15]([CH3:16])=[C:14](Cl)[N:13]=[CH:12][N:11]=1.[CH2:18]([OH:22])[C:19]#[C:20][CH3:21].[Cl-].[NH4+]. Product: [CH2:18]([O:22][C:10]1[C:15]([CH3:16])=[C:14]([O:7][CH:5]([CH3:6])[CH:4]([CH3:8])[CH3:3])[N:13]=[CH:12][N:11]=1)[C:19]#[C:20][CH3:21]. The catalyst class is: 7. (2) Reactant: [CH:1]1([Mg]Cl)[CH2:6][CH2:5][CH2:4][CH2:3][CH2:2]1.[F:9][C:10]1[CH:23]=[C:22]([O:24][CH3:25])[CH:21]=[C:20](F)[C:11]=1[C:12]([NH:14][C:15]([CH3:19])([CH3:18])[CH2:16][OH:17])=O.O.C(OCC)(=O)C. Product: [CH:1]1([C:20]2[CH:21]=[C:22]([O:24][CH3:25])[CH:23]=[C:10]([F:9])[C:11]=2[C:12]2[O:17][CH2:16][C:15]([CH3:19])([CH3:18])[N:14]=2)[CH2:6][CH2:5][CH2:4][CH2:3][CH2:2]1. The catalyst class is: 7. (3) Reactant: [OH:1][CH2:2][CH2:3][O:4][C:5]1[CH:10]=[CH:9][C:8]([C:11]2[C:16]([C:17]#[N:18])=[CH:15][N:14]=[C:13]([S:19]C3C=CC=CC=3)[C:12]=2[C:26]#[N:27])=[CH:7][CH:6]=1.[S-2].[Na+].[Na+].Cl. Product: [OH:1][CH2:2][CH2:3][O:4][C:5]1[CH:6]=[CH:7][C:8]([C:11]2[C:16]([C:17]#[N:18])=[CH:15][N:14]=[C:13]([SH:19])[C:12]=2[C:26]#[N:27])=[CH:9][CH:10]=1. The catalyst class is: 3. (4) Reactant: Br[C:2]1[CH:3]=[C:4]2[C:8](=[CH:9][CH:10]=1)[NH:7][N:6]=[C:5]2[C:11]#[N:12].C([O-])(=O)C.[K+].[B:18]1([B:18]2[O:22][C:21]([CH3:24])([CH3:23])[C:20]([CH3:26])([CH3:25])[O:19]2)[O:22][C:21]([CH3:24])([CH3:23])[C:20]([CH3:26])([CH3:25])[O:19]1. Product: [CH3:25][C:20]1([CH3:26])[C:21]([CH3:24])([CH3:23])[O:22][B:18]([C:2]2[CH:3]=[C:4]3[C:8](=[CH:9][CH:10]=2)[NH:7][N:6]=[C:5]3[C:11]#[N:12])[O:19]1. The catalyst class is: 294. (5) Reactant: Cl[C:2]1[N:7]=[C:6]([N:8]2[CH2:13][CH2:12][O:11][CH2:10][CH2:9]2)[N:5]=[C:4]([N:14]2[CH2:19][CH2:18][O:17][CH2:16][CH2:15]2)[N:3]=1.[OH:20][C:21]1[CH:22]=[C:23](B2OC(C)(C)C(C)(C)O2)[CH:24]=[CH:25][CH:26]=1. Product: [O:17]1[CH2:18][CH2:19][N:14]([C:4]2[N:5]=[C:6]([N:8]3[CH2:13][CH2:12][O:11][CH2:10][CH2:9]3)[N:7]=[C:2]([C:25]3[CH:26]=[C:21]([OH:20])[CH:22]=[CH:23][CH:24]=3)[N:3]=2)[CH2:15][CH2:16]1. The catalyst class is: 195. (6) Reactant: C(NC1C(C(NC2C=CC=C(F)C=2F)=[O:13])=CC=CN=1)(C)(C)C.C[O:24]C1C=CC(P2(SP(C3C=CC(OC)=CC=3)(=S)S2)=S)=CC=1.Cl.N([O-])=O.[Na+].[OH-].[Na+].[C:52]([NH:56][C:57]1[C:62]([C:63]2[N:67]([C:68]3[CH:73]=[CH:72][CH:71]=[C:70]([Cl:74])[C:69]=3[Cl:75])N=NN=2)=[CH:61][CH:60]=[CH:59][N:58]=1)([CH3:55])([CH3:54])[CH3:53].[C:76]([NH:80][C:81]1[C:86]([C:87]2[N:91]([C:92]3[CH:97]=[CH:96][CH:95]=[C:94]([Cl:98])[C:93]=3[F:99])N=NN=2)=[CH:85][CH:84]=[CH:83][N:82]=1)([CH3:79])([CH3:78])[CH3:77]. Product: [C:52]([NH:56][C:57]1[C:62]([C:63]([NH:67][C:68]2[CH:73]=[CH:72][CH:71]=[C:70]([Cl:74])[C:69]=2[Cl:75])=[O:13])=[CH:61][CH:60]=[CH:59][N:58]=1)([CH3:55])([CH3:54])[CH3:53].[C:76]([NH:80][C:81]1[C:86]([C:87]([NH:91][C:92]2[CH:97]=[CH:96][CH:95]=[C:94]([Cl:98])[C:93]=2[F:99])=[O:24])=[CH:85][CH:84]=[CH:83][N:82]=1)([CH3:79])([CH3:78])[CH3:77]. The catalyst class is: 93. (7) Reactant: CC(C)([O-])C.[K+].[CH3:7][N:8]1[C:12]([N+:13]([O-:15])=[O:14])=[CH:11][CH:10]=[N:9]1.[CH2:16]([Cl:18])[Cl:17]. Product: [Cl:17][CH:16]([Cl:18])[C:11]1[CH:10]=[N:9][N:8]([CH3:7])[C:12]=1[N+:13]([O-:15])=[O:14]. The catalyst class is: 3.